This data is from Experimentally validated miRNA-target interactions with 360,000+ pairs, plus equal number of negative samples. The task is: Binary Classification. Given a miRNA mature sequence and a target amino acid sequence, predict their likelihood of interaction. The miRNA is hsa-miR-4463 with sequence GAGACUGGGGUGGGGCC. Result: 0 (no interaction). The protein sequence of the target gene is MAVEQIDKMAAKAGEATNKWIKPQQPLLTLLLLLATFSQLPAVCSSSILDAASLQEKDPLRDTSMNMIQRNYMVMHSASGSGDHSRSLKRANLANTSITCNDGSHAGFYLRKHPSSKKWIVLLEGGWHCFDVRSCRSRWMRLRHLMTSSQWPETRDVGGILSPHPEENPYWHNANHVLIPYCSSDSWSGTRTEPDTSDRENSWRFMGALILRQVIAELIPVGLGRVPGGELMLVGSSAGGMGVMLNLDRIRDFLVNEKKLQITVRGVSDSGWFLDREPYTPAAVASNEAVRQGWKLWQGL....